Dataset: Rat liver microsome stability data. Task: Regression/Classification. Given a drug SMILES string, predict its absorption, distribution, metabolism, or excretion properties. Task type varies by dataset: regression for continuous measurements (e.g., permeability, clearance, half-life) or binary classification for categorical outcomes (e.g., BBB penetration, CYP inhibition). Dataset: rlm. (1) The compound is O=C(c1ccc2c(c1)ncn2-c1ccc(Cl)cc1)N1CCCCC1. The result is 1 (stable in rat liver microsomes). (2) The compound is N#Cc1ccccc1Cn1c(N2CCC[C@@H](N)C2)ncc(-c2ccccc2)c1=O. The result is 1 (stable in rat liver microsomes). (3) The compound is COc1cc([C@@]2(O)CCNC[C@@H]2O)ccc1Nc1ncc2ccc(-c3ccccc3OC)n2n1. The result is 0 (unstable in rat liver microsomes). (4) The drug is O=C1Nc2ccccc2C1=Cc1cc(F)c(O)c(F)c1. The result is 1 (stable in rat liver microsomes). (5) The compound is c1cnc(N2CCN(Cc3c[nH]c4ccccc34)CC2)nc1. The result is 1 (stable in rat liver microsomes).